This data is from Catalyst prediction with 721,799 reactions and 888 catalyst types from USPTO. The task is: Predict which catalyst facilitates the given reaction. (1) Reactant: [Br:1][C:2]1[N:7]=[C:6]([CH:8](O)[C:9]2[CH:10]=[C:11]([CH:14]=[CH:15][CH:16]=2)[C:12]#[N:13])[CH:5]=[CH:4][CH:3]=1.O=S(Cl)[Cl:20]. Product: [Br:1][C:2]1[N:7]=[C:6]([CH:8]([Cl:20])[C:9]2[CH:10]=[C:11]([CH:14]=[CH:15][CH:16]=2)[C:12]#[N:13])[CH:5]=[CH:4][CH:3]=1. The catalyst class is: 2. (2) Reactant: [NH2:1][C:2]1[C:3]([C:30]([O:32]CC)=O)=[N:4][C:5]([NH:17][C@@H:18]2[CH2:22][CH2:21][N:20](C(OC(C)(C)C)=O)[CH2:19]2)=[N:6][C:7]=1[NH:8][C:9]1[CH:14]=[CH:13][CH:12]=[CH:11][C:10]=1[O:15][CH3:16].C(OC([N:42]1CC[C@@H](NC2N=C(C(OCC)=O)C([N+]([O-])=O)=C(NC3C=CC=CC=3OC)N=2)C1)=O)(C)(C)C.[CH2:71]([OH:73])C. Product: [CH3:16][O:15][C:10]1[CH:11]=[CH:12][CH:13]=[CH:14][C:9]=1[N:8]1[C:71](=[O:73])[NH:1][C:2]2[C:7]1=[N:6][C:5]([NH:17][C@@H:18]1[CH2:22][CH2:21][NH:20][CH2:19]1)=[N:4][C:3]=2[C:30]([NH2:42])=[O:32]. The catalyst class is: 45. (3) Reactant: [OH:1][C:2]1[CH:7]=[CH:6][N:5]=[C:4]([NH:8][C:9](=[O:13])[CH2:10][O:11][CH3:12])[CH:3]=1.C1CCN2C(=NCCC2)CC1.[Cl:25][C:26]1[C:33]([N+:34]([O-:36])=[O:35])=[CH:32][CH:31]=[C:30](F)[C:27]=1[C:28]#[N:29].O. Product: [Cl:25][C:26]1[C:27]([C:28]#[N:29])=[C:30]([CH:31]=[CH:32][C:33]=1[N+:34]([O-:36])=[O:35])[O:1][C:2]1[CH:7]=[CH:6][N:5]=[C:4]([NH:8][C:9](=[O:13])[CH2:10][O:11][CH3:12])[CH:3]=1. The catalyst class is: 23. (4) Reactant: [C:1]1([C@@:11]23[CH2:16][C@@H:15]2[CH2:14][C:13](=O)[CH2:12]3)[C:10]2[C:5](=[CH:6][CH:7]=[CH:8][CH:9]=2)[CH:4]=[CH:3][CH:2]=1.C([O-])(=O)C.[NH4+].C([BH3-])#[N:24].[Na+].C(OCC)(=O)C.CO.C(N(CC)CC)C. Product: [C:1]1([C@@:11]23[CH2:16][C@@H:15]2[CH2:14][CH:13]([NH2:24])[CH2:12]3)[C:10]2[C:5](=[CH:6][CH:7]=[CH:8][CH:9]=2)[CH:4]=[CH:3][CH:2]=1. The catalyst class is: 5. (5) Reactant: [OH:1][C@@H:2]1[CH2:10][C:9]2[C:4](=[CH:5][CH:6]=[CH:7][CH:8]=2)[C@@H:3]1[NH:11][C:12]([C:14]1[CH:19]=[CH:18][CH:17]=[C:16]([C:20]2[C:28]3[C:23](=[CH:24][CH:25]=[C:26]([C:29]4[N:33]=[CH:32][N:31](C(C5C=CC=CC=5)(C5C=CC=CC=5)C5C=CC=CC=5)[N:30]=4)[CH:27]=3)[N:22](C3CCCCO3)[N:21]=2)[CH:15]=1)=[O:13].Cl.C(=O)(O)[O-].[Na+]. Product: [NH:30]1[C:29]([C:26]2[CH:27]=[C:28]3[C:23](=[CH:24][CH:25]=2)[NH:22][N:21]=[C:20]3[C:16]2[CH:15]=[C:14]([C:12]([NH:11][C@H:3]3[C:4]4[C:9](=[CH:8][CH:7]=[CH:6][CH:5]=4)[CH2:10][C@H:2]3[OH:1])=[O:13])[CH:19]=[CH:18][CH:17]=2)=[N:33][CH:32]=[N:31]1. The catalyst class is: 12. (6) Reactant: [C:1]([O:5][C:6]([C:8]1([S:14]([N:17]2[CH2:22][CH2:21][CH:20]([OH:23])[CH2:19][CH2:18]2)(=[O:16])=[O:15])[CH2:13][CH2:12][O:11][CH2:10][CH2:9]1)=[O:7])([CH3:4])([CH3:3])[CH3:2].[H-].[Na+].I[CH2:27][CH2:28][CH2:29][CH2:30][CH2:31][CH2:32][CH3:33]. Product: [C:1]([O:5][C:6]([C:8]1([S:14]([N:17]2[CH2:22][CH2:21][CH:20]([O:23][CH2:27][CH2:28][CH2:29][CH2:30][CH2:31][CH2:32][CH3:33])[CH2:19][CH2:18]2)(=[O:16])=[O:15])[CH2:13][CH2:12][O:11][CH2:10][CH2:9]1)=[O:7])([CH3:4])([CH3:2])[CH3:3]. The catalyst class is: 7. (7) Reactant: [CH3:1][C:2]1([C:6]([OH:8])=O)[CH2:5][CH2:4][CH2:3]1.[CH:9]1[N:13]=[CH:12][N:11](C([N:11]2[CH:12]=[N:13][CH:9]=[CH:10]2)=O)[CH:10]=1. Product: [N:11]1([C:6]([C:2]2([CH3:1])[CH2:3][CH2:4][CH2:5]2)=[O:8])[CH:10]=[CH:9][N:13]=[CH:12]1. The catalyst class is: 2. (8) Reactant: [C:1]([O:5][C:6]([NH:8][C@H:9]1[C@H:14]([OH:15])[CH2:13][CH2:12][N:11]([C:16]([O:18][CH2:19][C:20]2[CH:25]=[CH:24][CH:23]=[CH:22][CH:21]=2)=[O:17])[CH2:10]1)=[O:7])([CH3:4])([CH3:3])[CH3:2].[CH3:26][C:27]([Si:30](Cl)([CH3:32])[CH3:31])([CH3:29])[CH3:28].N1C=CN=C1. Product: [C:1]([O:5][C:6]([NH:8][C@H:9]1[C@H:14]([O:15][Si:30]([C:27]([CH3:29])([CH3:28])[CH3:26])([CH3:32])[CH3:31])[CH2:13][CH2:12][N:11]([C:16]([O:18][CH2:19][C:20]2[CH:25]=[CH:24][CH:23]=[CH:22][CH:21]=2)=[O:17])[CH2:10]1)=[O:7])([CH3:4])([CH3:2])[CH3:3]. The catalyst class is: 142.